This data is from Reaction yield outcomes from USPTO patents with 853,638 reactions. The task is: Predict the reaction yield, written as a fraction of the theoretical maximum amount of product (1.0 means a 100% yield; for example, 0.34 means a 34% yield). (1) The reactants are [NH2:1][C:2]1[N:7]=[C:6]([NH:8][C:9]2[CH:10]=[C:11]([CH:21]=[CH:22][CH:23]=2)[O:12][C:13]2[CH:18]=[CH:17][N:16]=[C:15]([C:19]#[N:20])[CH:14]=2)[CH:5]=[C:4]([Cl:24])[N:3]=1.S(=O)(=O)(O)[OH:26].C([O-])(O)=O.[Na+]. The catalyst is CCOC(C)=O. The product is [NH2:1][C:2]1[N:7]=[C:6]([NH:8][C:9]2[CH:10]=[C:11]([CH:21]=[CH:22][CH:23]=2)[O:12][C:13]2[CH:18]=[CH:17][N:16]=[C:15]([C:19]([NH2:20])=[O:26])[CH:14]=2)[CH:5]=[C:4]([Cl:24])[N:3]=1. The yield is 0.850. (2) The reactants are [H-].[Na+].[CH2:3]([C:10]1[C:14]2[C:15]([NH:19][CH2:20][C:21]3[CH:26]=[CH:25][C:24]([Cl:27])=[CH:23][CH:22]=3)=[N:16][CH:17]=[CH:18][C:13]=2[NH:12][C:11]=1[CH3:28])[C:4]1[CH:9]=[CH:8][CH:7]=[CH:6][CH:5]=1.I[CH3:30]. The catalyst is CN(C)C=O.C(OCC)(=O)C. The product is [ClH:27].[CH2:3]([C:10]1[C:14]2[C:15]([NH:19][CH2:20][C:21]3[CH:22]=[CH:23][C:24]([Cl:27])=[CH:25][CH:26]=3)=[N:16][CH:17]=[CH:18][C:13]=2[N:12]([CH3:30])[C:11]=1[CH3:28])[C:4]1[CH:5]=[CH:6][CH:7]=[CH:8][CH:9]=1. The yield is 0.582.